From a dataset of CYP2C9 inhibition data for predicting drug metabolism from PubChem BioAssay. Regression/Classification. Given a drug SMILES string, predict its absorption, distribution, metabolism, or excretion properties. Task type varies by dataset: regression for continuous measurements (e.g., permeability, clearance, half-life) or binary classification for categorical outcomes (e.g., BBB penetration, CYP inhibition). Dataset: cyp2c9_veith. The drug is CCOc1ccc(CN(C(=O)c2oc3ccccc3c2C)C2CCS(=O)(=O)C2)cc1. The result is 1 (inhibitor).